The task is: Binary Classification. Given a T-cell receptor sequence (or CDR3 region) and an epitope sequence, predict whether binding occurs between them.. This data is from TCR-epitope binding with 47,182 pairs between 192 epitopes and 23,139 TCRs. The epitope is NEGVKAAW. The TCR CDR3 sequence is CASRDGWGPGGDTQYF. Result: 0 (the TCR does not bind to the epitope).